From a dataset of Full USPTO retrosynthesis dataset with 1.9M reactions from patents (1976-2016). Predict the reactants needed to synthesize the given product. (1) Given the product [Br:12][C:7]1[CH:8]=[CH:9][CH:10]=[C:11]2[C:6]=1[CH:5]=[CH:4][N:3]=[C:2]2[NH:25][C:21]1[CH:22]=[CH:23][CH:24]=[C:19]([C:17]2[CH:16]=[N:15][CH:14]=[N:13][CH:18]=2)[CH:20]=1, predict the reactants needed to synthesize it. The reactants are: Cl[C:2]1[C:11]2[C:6](=[C:7]([Br:12])[CH:8]=[CH:9][CH:10]=2)[CH:5]=[CH:4][N:3]=1.[N:13]1[CH:18]=[C:17]([C:19]2[CH:20]=[C:21]([NH2:25])[CH:22]=[CH:23][CH:24]=2)[CH:16]=[N:15][CH:14]=1.C(=O)([O-])[O-].[K+].[K+]. (2) Given the product [CH3:16][S:17]([O:8][CH:4]([CH2:5][CH2:6][CH3:7])[CH2:3][CH2:2][CH3:1])(=[O:19])=[O:18], predict the reactants needed to synthesize it. The reactants are: [CH3:1][CH2:2][CH2:3][CH:4]([OH:8])[CH2:5][CH2:6][CH3:7].C(N(CC)CC)C.[CH3:16][S:17](Cl)(=[O:19])=[O:18]. (3) Given the product [Cl:14][C:11]1[CH:12]=[CH:13][C:8]([C:6]2[CH:5]=[C:4]([CH3:15])[N:3]=[C:2]([N:20]3[CH:21]=[C:17]([I:16])[N:18]=[CH:19]3)[CH:7]=2)=[CH:9][CH:10]=1, predict the reactants needed to synthesize it. The reactants are: Cl[C:2]1[CH:7]=[C:6]([C:8]2[CH:13]=[CH:12][C:11]([Cl:14])=[CH:10][CH:9]=2)[CH:5]=[C:4]([CH3:15])[N:3]=1.[I:16][C:17]1[N:18]=[CH:19][NH:20][CH:21]=1. (4) Given the product [Cl:1][C:2]1[CH:3]=[CH:4][C:5]([C:10]([F:17])([F:16])[C:11]([O:13][CH2:14][CH3:15])=[O:12])=[N:6][CH:7]=1, predict the reactants needed to synthesize it. The reactants are: [Cl:1][C:2]1[CH:3]=[CH:4][C:5](I)=[N:6][CH:7]=1.Br[C:10]([F:17])([F:16])[C:11]([O:13][CH2:14][CH3:15])=[O:12].[Cl-].[NH4+]. (5) Given the product [NH2:21][CH:17]([CH3:18])[CH2:16][C:15]([NH:14][C:11]1[CH:12]=[CH:13][C:8]([NH:1][C:2]2[CH:7]=[CH:6][CH:5]=[CH:4][CH:3]=2)=[CH:9][CH:10]=1)=[O:20], predict the reactants needed to synthesize it. The reactants are: [NH:1]([C:8]1[CH:13]=[CH:12][C:11]([NH:14][C:15](=[O:20])[CH2:16][C:17](=O)[CH3:18])=[CH:10][CH:9]=1)[C:2]1[CH:7]=[CH:6][CH:5]=[CH:4][CH:3]=1.[NH3:21].[H][H]. (6) Given the product [OH:27][C:28]1[CH:33]=[CH:32][C:31]([CH:13]2[C:8](=[O:7])[CH2:9][CH2:10][N:11]([C:14]([O:16][C:17]([CH3:20])([CH3:19])[CH3:18])=[O:15])[CH2:12]2)=[C:30]([CH3:35])[CH:29]=1, predict the reactants needed to synthesize it. The reactants are: CC(C)([O-])C.[Na+].[O:7]=[C:8]1[CH2:13][CH2:12][N:11]([C:14]([O:16][C:17]([CH3:20])([CH3:19])[CH3:18])=[O:15])[CH2:10][CH2:9]1.C([O:27][C:28]1[CH:33]=[CH:32][C:31](Br)=[C:30]([CH3:35])[CH:29]=1)(=O)C(C)(C)C. (7) Given the product [CH3:1][O:2][C:3]([C:5]1[S:6][C:7]([C:29]#[C:28][C:24]([CH3:27])([CH3:26])[CH3:25])=[CH:8][C:9]=1[N:10]([CH:20]([CH3:22])[CH3:21])[C:11]([C@H:13]1[CH2:18][CH2:17][C@H:16]([CH3:19])[CH2:15][CH2:14]1)=[O:12])=[O:4], predict the reactants needed to synthesize it. The reactants are: [CH3:1][O:2][C:3]([C:5]1[S:6][C:7](Br)=[CH:8][C:9]=1[N:10]([CH:20]([CH3:22])[CH3:21])[C:11]([C@H:13]1[CH2:18][CH2:17][C@H:16]([CH3:19])[CH2:15][CH2:14]1)=[O:12])=[O:4].[C:24]([C:28]#[CH:29])([CH3:27])([CH3:26])[CH3:25].C1(P(C2C=CC=CC=2)C2C=CC=CC=2)C=CC=CC=1.C(N(CC)CC)C. (8) The reactants are: [Cl:1][C:2]1[CH:3]=[C:4]([C:9]2([C:24]([F:27])([F:26])[F:25])[O:13][N:12]=[C:11]([C:14]3[CH:22]=[CH:21][C:17]([CH:18]=[N:19][OH:20])=[C:16]([CH3:23])[CH:15]=3)[CH2:10]2)[CH:5]=[C:6]([Cl:8])[CH:7]=1.Cl[N:29]1C(=O)CC[C:30]1=O.CN.C(N(CC)CC)C. Given the product [Cl:1][C:2]1[CH:3]=[C:4]([C:9]2([C:24]([F:25])([F:27])[F:26])[O:13][N:12]=[C:11]([C:14]3[CH:22]=[CH:21][C:17]([C:18]([NH:19][OH:20])=[N:29][CH3:30])=[C:16]([CH3:23])[CH:15]=3)[CH2:10]2)[CH:5]=[C:6]([Cl:8])[CH:7]=1, predict the reactants needed to synthesize it. (9) Given the product [CH3:1][O:2][C:3]1[CH:8]=[CH:7][C:6]([CH:9]([C:52]2[CH:57]=[CH:56][C:55]([O:58][CH3:59])=[CH:54][CH:53]=2)[O:10][CH:11]([C:46]2[CH:51]=[CH:50][CH:49]=[CH:48][CH:47]=2)[C:12]2([C:44]([C:66]3[CH:61]=[CH:62][CH:63]=[CH:64][CH:65]=3)([C:84]3[CH:83]=[CH:5][CH:4]=[CH:3][CH:8]=3)[O:45][SiH2:27][C:40]([CH3:43])([CH3:42])[CH3:41])[O:16][CH:15]([N:17]3[CH:22]=[CH:21][C:20](=[O:23])[NH:19][C:18]3=[O:24])[CH:14]([OH:25])[CH:13]2[O:26][Si:27]([C:40]([CH3:43])([CH3:42])[CH3:41])([C:34]2[CH:39]=[CH:38][CH:37]=[CH:36][CH:35]=2)[C:28]2[CH:33]=[CH:32][CH:31]=[CH:30][CH:29]=2)=[CH:5][CH:4]=1, predict the reactants needed to synthesize it. The reactants are: [CH3:1][O:2][C:3]1[CH:8]=[CH:7][C:6]([CH:9]([C:52]2[CH:57]=[CH:56][C:55]([O:58][CH3:59])=[CH:54][CH:53]=2)[O:10][CH:11]([C:46]2[CH:51]=[CH:50][CH:49]=[CH:48][CH:47]=2)[C:12]2([CH2:44][OH:45])[O:16][CH:15]([N:17]3[CH:22]=[CH:21][C:20](=[O:23])[NH:19][C:18]3=[O:24])[CH:14]([OH:25])[CH:13]2[O:26][Si:27]([C:40]([CH3:43])([CH3:42])[CH3:41])([C:34]2[CH:39]=[CH:38][CH:37]=[CH:36][CH:35]=2)[C:28]2[CH:33]=[CH:32][CH:31]=[CH:30][CH:29]=2)=[CH:5][CH:4]=1.[Si](Cl)(C(C)(C)C)([C:61]1[CH:66]=[CH:65][CH:64]=[CH:63][CH:62]=1)[C:61]1[CH:66]=[CH:65][CH:64]=[CH:63][CH:62]=1.C(N([CH2:83][CH3:84])CC)C. (10) Given the product [CH2:31]([O:33][C:34]([C:36]1[NH:37][C:38]([S:41]([N:16]2[CH2:17][CH2:18][CH:13]([S:12][C:10]3[CH:9]=[C:8]([C:19]([CH3:22])([CH3:21])[CH3:20])[C:7]([OH:23])=[C:6]([C:2]([CH3:5])([CH3:4])[CH3:3])[CH:11]=3)[CH2:14][CH2:15]2)(=[O:42])=[O:43])=[N:39][CH:40]=1)=[O:35])[CH3:32], predict the reactants needed to synthesize it. The reactants are: Cl.[C:2]([C:6]1[CH:11]=[C:10]([S:12][CH:13]2[CH2:18][CH2:17][NH:16][CH2:15][CH2:14]2)[CH:9]=[C:8]([C:19]([CH3:22])([CH3:21])[CH3:20])[C:7]=1[OH:23])([CH3:5])([CH3:4])[CH3:3].C(N(CC)CC)C.[CH2:31]([O:33][C:34]([C:36]1[NH:37][C:38]([S:41](Cl)(=[O:43])=[O:42])=[N:39][CH:40]=1)=[O:35])[CH3:32].